From a dataset of Full USPTO retrosynthesis dataset with 1.9M reactions from patents (1976-2016). Predict the reactants needed to synthesize the given product. (1) Given the product [C:15]([O:19][C:20](=[O:21])[NH:11][CH2:10][CH2:9][C:6]1[CH:7]=[CH:8][C:3]([O:2][CH3:1])=[CH:4][C:5]=1[N+:12]([O-:14])=[O:13])([CH3:18])([CH3:17])[CH3:16], predict the reactants needed to synthesize it. The reactants are: [CH3:1][O:2][C:3]1[CH:8]=[CH:7][C:6]([CH2:9][CH2:10][NH2:11])=[C:5]([N+:12]([O-:14])=[O:13])[CH:4]=1.[C:15]([O:19][C:20](O[C:20]([O:19][C:15]([CH3:18])([CH3:17])[CH3:16])=[O:21])=[O:21])([CH3:18])([CH3:17])[CH3:16]. (2) The reactants are: [CH2:1]([C:4]1[CH:9]=[CH:8][CH:7]=[CH:6][C:5]=1[OH:10])[CH:2]=[CH2:3].Br[CH2:12][C:13](OC)=[O:14].C(=O)([O-])[O-].[K+].[K+]. Given the product [CH2:1]([C:4]1[CH:9]=[CH:8][CH:7]=[CH:6][C:5]=1[O:10][CH2:12][CH2:13][OH:14])[CH:2]=[CH2:3], predict the reactants needed to synthesize it. (3) Given the product [O:26]=[C:22]1[NH:23][C:24]2[N:25]=[C:16]([O:15][CH2:14][CH2:13][CH2:12][CH2:11][N:2]3[CH2:3][CH2:4][C:5]4[C:10](=[C:9]([C:27]#[N:28])[CH:8]=[CH:7][CH:6]=4)[CH2:1]3)[CH:17]=[CH:18][C:19]=2[CH2:20][CH2:21]1, predict the reactants needed to synthesize it. The reactants are: [CH2:1]1[C:10]2[C:5](=[CH:6][CH:7]=[CH:8][CH:9]=2)[CH2:4][CH2:3][N:2]1[CH2:11][CH2:12][CH2:13][CH2:14][O:15][C:16]1[N:25]=[C:24]2[C:19]([CH2:20][CH2:21][C:22](=[O:26])[NH:23]2)=[CH:18][CH:17]=1.[CH2:27]1C2C(=CC=CC=2C#N)CC[NH:28]1. (4) Given the product [Cl:1][C:2]1[CH:7]=[CH:6][CH:5]=[C:4]([Cl:8])[C:3]=1[N:9]1[CH:19]=[C:20]([C:21]([F:24])([F:23])[F:22])[N:12]=[C:10]1[CH3:11], predict the reactants needed to synthesize it. The reactants are: [Cl:1][C:2]1[CH:7]=[CH:6][CH:5]=[C:4]([Cl:8])[C:3]=1[NH:9][C:10](=[NH:12])[CH3:11].C(=O)(O)[O-].[Na+].Br[CH2:19][C:20](=O)[C:21]([F:24])([F:23])[F:22].C1(C)C=CC(S(O)(=O)=O)=CC=1.